Predict the product of the given reaction. From a dataset of Forward reaction prediction with 1.9M reactions from USPTO patents (1976-2016). (1) Given the reactants [NH2:1][C:2]1[CH:7]=[CH:6][C:5]([C@@H:8]2[CH2:10][C@H:9]2[NH:11][C:12](=[O:18])[O:13][C:14]([CH3:17])([CH3:16])[CH3:15])=[CH:4][CH:3]=1.[Br:19][C:20]1[CH:21]=[C:22]([CH:26]=[CH:27][CH:28]=1)[C:23](Cl)=[O:24].C(N(CC)CC)C.O, predict the reaction product. The product is: [Br:19][C:20]1[CH:21]=[C:22]([C:23]([NH:1][C:2]2[CH:7]=[CH:6][C:5]([C@@H:8]3[CH2:10][C@H:9]3[NH:11][C:12](=[O:18])[O:13][C:14]([CH3:15])([CH3:17])[CH3:16])=[CH:4][CH:3]=2)=[O:24])[CH:26]=[CH:27][CH:28]=1. (2) Given the reactants Cl[C:2]1[N:3]=[CH:4][C:5]2[N:6]([CH3:22])[C:7](=[O:21])[C:8]3([CH2:20][CH2:19]3)[CH2:9][N:10]([CH:13]3[CH2:18][CH2:17][CH2:16][CH2:15][CH2:14]3)[C:11]=2[N:12]=1.[NH2:23][C:24]1[C:40]([O:41][CH3:42])=[CH:39][C:27]([C:28]([NH:30][CH:31]2[CH2:36][CH2:35][N:34]([CH2:37][CH3:38])[CH2:33][CH2:32]2)=[O:29])=[C:26]([F:43])[CH:25]=1.O.C1(C)C=CC(S(O)(=O)=O)=CC=1.CO, predict the reaction product. The product is: [CH:13]1([N:10]2[CH2:9][C:8]3([CH2:20][CH2:19]3)[C:7](=[O:21])[N:6]([CH3:22])[C:5]3[CH:4]=[N:3][C:2]([NH:23][C:24]4[C:40]([O:41][CH3:42])=[CH:39][C:27]([C:28]([NH:30][CH:31]5[CH2:36][CH2:35][N:34]([CH2:37][CH3:38])[CH2:33][CH2:32]5)=[O:29])=[C:26]([F:43])[CH:25]=4)=[N:12][C:11]2=3)[CH2:18][CH2:17][CH2:16][CH2:15][CH2:14]1.